From a dataset of Catalyst prediction with 721,799 reactions and 888 catalyst types from USPTO. Predict which catalyst facilitates the given reaction. (1) Reactant: [CH3:1][O:2][C:3]([NH:5][C@H:6]([C:20]([NH:22][CH2:23][CH2:24][CH:25]([F:46])[CH2:26][C@@H:27]([C:41]([O:43][CH2:44][CH3:45])=[O:42])[NH:28][S:29]([C:32]1[CH:37]=[CH:36][C:35]([N+:38]([O-:40])=[O:39])=[CH:34][CH:33]=1)(=[O:31])=[O:30])=[O:21])[CH:7]([C:14]1[CH:19]=[CH:18][CH:17]=[CH:16][CH:15]=1)[C:8]1[CH:13]=[CH:12][CH:11]=[CH:10][CH:9]=1)=[O:4].[CH3:47][CH:48](O)[CH3:49].C1C=CC(P(C2C=CC=CC=2)C2C=CC=CC=2)=CC=1.N(C(OC(C)C)=O)=NC(OC(C)C)=O. Product: [CH3:1][O:2][C:3]([NH:5][C@H:6]([C:20]([NH:22][CH2:23][CH2:24][CH:25]([F:46])[CH2:26][C@@H:27]([C:41]([O:43][CH2:44][CH3:45])=[O:42])[N:28]([S:29]([C:32]1[CH:37]=[CH:36][C:35]([N+:38]([O-:40])=[O:39])=[CH:34][CH:33]=1)(=[O:31])=[O:30])[CH:48]([CH3:49])[CH3:47])=[O:21])[CH:7]([C:14]1[CH:15]=[CH:16][CH:17]=[CH:18][CH:19]=1)[C:8]1[CH:9]=[CH:10][CH:11]=[CH:12][CH:13]=1)=[O:4]. The catalyst class is: 1. (2) Reactant: C(OC([N:8]1[CH2:13][CH2:12][CH:11]([N:14]2[CH2:27][C:19]3[C:20]4[CH:21]=[N:22][NH:23][C:24]=4[CH:25]=[CH:26][C:18]=3[CH2:17][C@@H:16]([NH:28][C:29]([O:31][CH2:32][C:33]3[CH:38]=[CH:37][CH:36]=[CH:35][CH:34]=3)=[O:30])[C:15]2=[O:39])[CH2:10][CH2:9]1)=O)(C)(C)C.C1(OC)C=CC=CC=1.[CH3:48][S:49]([OH:52])(=[O:51])=[O:50]. Product: [CH3:48][S:49]([OH:52])(=[O:51])=[O:50].[O:39]=[C:15]1[N:14]([CH:11]2[CH2:12][CH2:13][NH:8][CH2:9][CH2:10]2)[CH2:27][C:19]2[C:20]3[CH:21]=[N:22][NH:23][C:24]=3[CH:25]=[CH:26][C:18]=2[CH2:17][C@H:16]1[NH:28][C:29](=[O:30])[O:31][CH2:32][C:33]1[CH:38]=[CH:37][CH:36]=[CH:35][CH:34]=1. The catalyst class is: 268. (3) Reactant: C(OC([N:8]1[CH2:13][CH2:12][N:11]([C:14]2[CH:15]=[N:16][C:17]([NH:20][C:21]([C:23]3[N:24]=[CH:25][S:26][C:27]=3[NH:28][C:29](=[O:39])[C:30]3[C:35]([Cl:36])=[CH:34][C:33]([Cl:37])=[CH:32][C:31]=3[Cl:38])=[O:22])=[CH:18][CH:19]=2)[CH2:10][CH2:9]1)=O)(C)(C)C. Product: [ClH:36].[N:11]1([C:14]2[CH:19]=[CH:18][C:17]([NH:20][C:21]([C:23]3[N:24]=[CH:25][S:26][C:27]=3[NH:28][C:29](=[O:39])[C:30]3[C:35]([Cl:36])=[CH:34][C:33]([Cl:37])=[CH:32][C:31]=3[Cl:38])=[O:22])=[N:16][CH:15]=2)[CH2:10][CH2:9][NH:8][CH2:13][CH2:12]1. The catalyst class is: 818. (4) The catalyst class is: 2. Reactant: [I:1][C:2]1[CH:7]=[CH:6][C:5]([O:8][CH3:9])=[CH:4][C:3]=1[S:10][C:11]1[N:12]([CH2:22][CH2:23][CH2:24][C:25]#[CH:26])[C:13]2[C:18]([N:19]=1)=[C:17]([NH2:20])[N:16]=[C:15](N)[N:14]=2.C[Si]([Cl:31])(C)C.CCN(CC)CC.CCOC(C)=O.CCCCCC. Product: [Cl:31][C:15]1[N:14]=[C:13]2[C:18]([N:19]=[C:11]([S:10][C:3]3[CH:4]=[C:5]([O:8][CH3:9])[CH:6]=[CH:7][C:2]=3[I:1])[N:12]2[CH2:22][CH2:23][CH2:24][C:25]#[CH:26])=[C:17]([NH2:20])[N:16]=1. (5) Reactant: [S:1]1[CH:5]=[C:4]([OH:6])[C:3]2[CH:7]=[CH:8][CH:9]=[CH:10][C:2]1=2.C(=O)([O-])[O-].[K+].[K+].[CH:17]([N:30]1[CH2:33][CH:32](I)[CH2:31]1)([C:24]1[CH:29]=[CH:28][CH:27]=[CH:26][CH:25]=1)[C:18]1[CH:23]=[CH:22][CH:21]=[CH:20][CH:19]=1.C(OCC)(=O)C. Product: [CH:17]([N:30]1[CH2:33][CH:32]([O:6][C:4]2[C:3]3[CH:7]=[CH:8][CH:9]=[CH:10][C:2]=3[S:1][CH:5]=2)[CH2:31]1)([C:24]1[CH:25]=[CH:26][CH:27]=[CH:28][CH:29]=1)[C:18]1[CH:19]=[CH:20][CH:21]=[CH:22][CH:23]=1. The catalyst class is: 149. (6) Reactant: [F:1][C:2]1[CH:7]=[CH:6][C:5]([CH2:8][C:9]([C:11]2[CH:16]=[CH:15][N:14]=[CH:13][CH:12]=2)=[O:10])=[CH:4][CH:3]=1.C([O-])(=O)C.[Na+].[NH2:22][OH:23]. Product: [F:1][C:2]1[CH:7]=[CH:6][C:5]([C:8](=[N:22][OH:23])[C:9]([C:11]2[CH:16]=[CH:15][N:14]=[CH:13][CH:12]=2)=[O:10])=[CH:4][CH:3]=1. The catalyst class is: 5. (7) Reactant: [NH2:1][C:2]1[CH:7]=[CH:6][CH:5]=[CH:4][N:3]=1.[CH3:8][C:9]([N+:16]#[C-:17])([CH3:15])[CH2:10][C:11]([CH3:14])([CH3:13])[CH3:12].[Br:18][C:19]1[S:23][C:22]([CH:24]=O)=[CH:21][CH:20]=1.Cl(O)(=O)(=O)=O. Product: [Br:18][C:19]1[S:23][C:22]([C:24]2[N:1]=[C:2]3[CH:7]=[CH:6][CH:5]=[CH:4][N:3]3[C:17]=2[NH:16][C:9]([CH3:15])([CH3:8])[CH2:10][C:11]([CH3:14])([CH3:13])[CH3:12])=[CH:21][CH:20]=1. The catalyst class is: 2. (8) Reactant: [CH3:1][NH2:2].[S:3]1[C:7]2[CH:8]=[CH:9][CH:10]=[CH:11][C:6]=2[CH:5]=[C:4]1[C:12](Cl)=[O:13]. Product: [CH3:1][NH:2][C:12]([C:4]1[S:3][C:7]2[CH:8]=[CH:9][CH:10]=[CH:11][C:6]=2[CH:5]=1)=[O:13]. The catalyst class is: 1. (9) The catalyst class is: 15. Reactant: N1([C:13](=O)[C:12]2N(C)C=N[C:7]=2N(C)C1=O)C.N1([C:26](=O)[C:25]2NC=N[C:21]=2N(C)C1=O)C.N1C(=O)C2N(C)C=NC=2N(C)C1=O.N1(C(=O)C2N(C)C=NC=2NC1=O)C.CN1C2C(=O)NC(=O)NC=2N=C1.CN1C2N=CNC=2C(=O)NC1=O.N1C(=O)C2NC=NC=2NC1=O.C([O-])(=O)C.[NH4+].[CH3:94][C:95](=O)[CH2:96][C:97](=O)C. Product: [CH:12]1[C:13]2[C:26](=[CH:94][CH:95]=[CH:96][CH:97]=2)[CH:25]=[CH:21][CH:7]=1.